From a dataset of Forward reaction prediction with 1.9M reactions from USPTO patents (1976-2016). Predict the product of the given reaction. (1) Given the reactants [NH:1]1[C:10]2[C:5](=[CH:6][CH:7]=[CH:8][CH:9]=2)[NH:4][CH2:3][C:2]1=[O:11].C(N(C(C)C)CC)(C)C.[C:21](OC(=O)C)(=[O:23])[CH3:22], predict the reaction product. The product is: [C:21]([N:4]1[C:5]2[C:10](=[CH:9][CH:8]=[CH:7][CH:6]=2)[NH:1][C:2](=[O:11])[CH2:3]1)(=[O:23])[CH3:22]. (2) Given the reactants [CH3:1][C:2]1([CH3:19])[CH2:7][C:6]([CH3:9])([CH3:8])[CH2:5][CH:4]([NH:10][NH:11][C:12](OC(C)(C)C)=O)[CH2:3]1.[C:20](O)(=[O:27])/[C:21](=[C:23](\C=O)/[Cl:24])/[Cl:22], predict the reaction product. The product is: [Cl:22][C:21]1[C:20](=[O:27])[N:10]([CH:4]2[CH2:5][C:6]([CH3:8])([CH3:9])[CH2:7][C:2]([CH3:1])([CH3:19])[CH2:3]2)[N:11]=[CH:12][C:23]=1[Cl:24]. (3) Given the reactants Cl.Cl.[N:3]12[CH2:11][CH2:10][CH:7]([CH2:8][CH2:9]1)[NH:6][CH2:5][CH2:4]2.[N:12]1[CH:17]=[CH:16][C:15]([C:18]2[NH:22][N:21]=[C:20]([C:23](O)=[O:24])[CH:19]=2)=[CH:14][CH:13]=1, predict the reaction product. The product is: [N:12]1[CH:13]=[CH:14][C:15]([C:18]2[NH:22][N:21]=[C:20]([C:23]([N:6]3[CH:7]4[CH2:10][CH2:11][N:3]([CH2:9][CH2:8]4)[CH2:4][CH2:5]3)=[O:24])[CH:19]=2)=[CH:16][CH:17]=1. (4) Given the reactants [CH:1]1([CH2:4][O:5][NH:6][C:7]([C:9]2[C:22]([NH:23][C:24]3[CH:29]=[CH:28][C:27]([I:30])=[CH:26][C:25]=3[Cl:31])=[C:21]([F:32])[C:12]3[N:13]=[CH:14][N:15]([CH2:16][CH2:17][CH2:18][CH2:19]Cl)[C:11]=3[CH:10]=2)=[O:8])[CH2:3][CH2:2]1.[Na+].[I-].[NH:35]1[CH2:40][CH2:39][O:38][CH2:37][CH2:36]1, predict the reaction product. The product is: [CH:1]1([CH2:4][O:5][NH:6][C:7]([C:9]2[C:22]([NH:23][C:24]3[CH:29]=[CH:28][C:27]([I:30])=[CH:26][C:25]=3[Cl:31])=[C:21]([F:32])[C:12]3[N:13]=[CH:14][N:15]([CH2:16][CH2:17][CH2:18][CH2:19][N:35]4[CH2:40][CH2:39][O:38][CH2:37][CH2:36]4)[C:11]=3[CH:10]=2)=[O:8])[CH2:2][CH2:3]1. (5) Given the reactants [H-].[Na+].[Cl:3][C:4]1[CH:9]=[CH:8][C:7]([CH2:10][OH:11])=[CH:6][CH:5]=1.Cl[C:13]1[N:18]=[CH:17][N:16]([C:19]2[CH:24]=[CH:23][C:22]([O:25][CH2:26][C:27]([OH:30])([CH3:29])[CH3:28])=[C:21]([O:31][CH3:32])[CH:20]=2)[C:15](=[O:33])[CH:14]=1, predict the reaction product. The product is: [Cl:3][C:4]1[CH:9]=[CH:8][C:7]([CH2:10][O:11][C:13]2[N:18]=[CH:17][N:16]([C:19]3[CH:24]=[CH:23][C:22]([O:25][CH2:26][C:27]([OH:30])([CH3:29])[CH3:28])=[C:21]([O:31][CH3:32])[CH:20]=3)[C:15](=[O:33])[CH:14]=2)=[CH:6][CH:5]=1. (6) Given the reactants [OH:1][CH2:2][CH2:3][NH:4][C:5]1[S:6][CH:7]=[C:8]([C:10]2[CH:17]=[CH:16][C:13]([C:14]#[N:15])=[CH:12][CH:11]=2)[N:9]=1.CO[C:20](OC)([CH3:22])[CH3:21].C1(C)C=CC(S(O)(=O)=O)=CC=1, predict the reaction product. The product is: [CH3:21][C:20]1([CH3:22])[N:4]([C:5]2[S:6][CH:7]=[C:8]([C:10]3[CH:17]=[CH:16][C:13]([C:14]#[N:15])=[CH:12][CH:11]=3)[N:9]=2)[CH2:3][CH2:2][O:1]1. (7) Given the reactants [CH:1]1[C:13]2[CH:12]([CH2:14][O:15][C:16]([NH:18][C@@H:19]([CH2:27][CH2:28][C:29]([NH:31][CH3:32])=[O:30])[C:20]([O:22]C(C)(C)C)=[O:21])=[O:17])[C:11]3[C:6](=[CH:7][CH:8]=[CH:9][CH:10]=3)[C:5]=2[CH:4]=[CH:3][CH:2]=1, predict the reaction product. The product is: [CH:10]1[C:11]2[CH:12]([CH2:14][O:15][C:16]([NH:18][C@@H:19]([CH2:27][CH2:28][C:29]([NH:31][CH3:32])=[O:30])[C:20]([OH:22])=[O:21])=[O:17])[C:13]3[C:5](=[CH:4][CH:3]=[CH:2][CH:1]=3)[C:6]=2[CH:7]=[CH:8][CH:9]=1. (8) Given the reactants [CH2:1]([C:3]1[C:4](=O)[CH2:5][CH2:6][C:7]2([CH3:18])[C:16]=1[CH2:15][CH2:14][C:13]1[C:8]2=[CH:9][CH:10]=[C:11]([OH:17])[CH:12]=1)[CH3:2], predict the reaction product. The product is: [CH2:1]([C:3]1[CH2:4][CH2:5][CH2:6][C:7]2([CH3:18])[C:16]=1[CH2:15][CH2:14][C:13]1[CH:12]=[C:11]([OH:17])[CH:10]=[CH:9][C:8]2=1)[CH3:2]. (9) Given the reactants [CH2:1]([N:8](C)[C:9]1[CH:14]=[CH:13][N:12]2[CH:15]=[C:16]([C:18]3[CH:23]=[CH:22][C:21]([N:24]([CH2:26][C:27]4[CH:32]=[CH:31][CH:30]=[CH:29][CH:28]=4)[CH3:25])=[CH:20][CH:19]=3)[N:17]=[C:11]2[CH:10]=1)C1C=CC=CC=1.O, predict the reaction product. The product is: [CH2:26]([N:24]([CH3:25])[C:21]1[CH:20]=[CH:19][C:18]([C:16]2[N:17]=[C:11]3[CH:10]=[C:9]([NH:8][CH3:1])[CH:14]=[CH:13][N:12]3[CH:15]=2)=[CH:23][CH:22]=1)[C:27]1[CH:28]=[CH:29][CH:30]=[CH:31][CH:32]=1.